This data is from Forward reaction prediction with 1.9M reactions from USPTO patents (1976-2016). The task is: Predict the product of the given reaction. (1) Given the reactants Cl[C:2]([O:4][CH2:5][CH3:6])=[O:3].C(Cl)(Cl)Cl.Cl.Cl.[NH2:13][C:14]1[CH:25]=[CH:24][C:17]([CH2:18][N:19]([CH2:22][CH3:23])[CH2:20][CH3:21])=[CH:16][CH:15]=1.C(=O)([O-])O.[Na+], predict the reaction product. The product is: [CH2:20]([N:19]([CH2:18][C:17]1[CH:16]=[CH:15][C:14]([NH:13][C:2](=[O:3])[O:4][CH2:5][CH3:6])=[CH:25][CH:24]=1)[CH2:22][CH3:23])[CH3:21]. (2) Given the reactants [Br:1][C:2]1[CH:10]=[C:9]2[C:5]([CH2:6][C:7]3([CH2:16][CH2:15][CH:14]([O:17][CH3:18])[CH2:13][CH2:12]3)[C:8]2=O)=[CH:4][CH:3]=1.[CH3:19][C:20]([S:23]([NH2:25])=[O:24])([CH3:22])[CH3:21].CCOC(C)=O.C([O-])(O)=O.[Na+], predict the reaction product. The product is: [Br:1][C:2]1[CH:10]=[C:9]2[C:5]([CH2:6][C:7]3([CH2:16][CH2:15][CH:14]([O:17][CH3:18])[CH2:13][CH2:12]3)[C:8]2=[N:25][S:23]([C:20]([CH3:22])([CH3:21])[CH3:19])=[O:24])=[CH:4][CH:3]=1.